This data is from NCI-60 drug combinations with 297,098 pairs across 59 cell lines. The task is: Regression. Given two drug SMILES strings and cell line genomic features, predict the synergy score measuring deviation from expected non-interaction effect. (1) Drug 1: CCC1(CC2CC(C3=C(CCN(C2)C1)C4=CC=CC=C4N3)(C5=C(C=C6C(=C5)C78CCN9C7C(C=CC9)(C(C(C8N6C=O)(C(=O)OC)O)OC(=O)C)CC)OC)C(=O)OC)O.OS(=O)(=O)O. Drug 2: CCC1(CC2CC(C3=C(CCN(C2)C1)C4=CC=CC=C4N3)(C5=C(C=C6C(=C5)C78CCN9C7C(C=CC9)(C(C(C8N6C)(C(=O)OC)O)OC(=O)C)CC)OC)C(=O)OC)O.OS(=O)(=O)O. Cell line: TK-10. Synergy scores: CSS=3.72, Synergy_ZIP=1.58, Synergy_Bliss=3.16, Synergy_Loewe=-1.40, Synergy_HSA=0.357. (2) Drug 1: CN1C(=O)N2C=NC(=C2N=N1)C(=O)N. Drug 2: CC1CC(C(C(C=C(C(C(C=CC=C(C(=O)NC2=CC(=O)C(=C(C1)C2=O)OC)C)OC)OC(=O)N)C)C)O)OC. Cell line: UACC62. Synergy scores: CSS=36.9, Synergy_ZIP=-3.26, Synergy_Bliss=-4.32, Synergy_Loewe=-7.06, Synergy_HSA=-2.25. (3) Drug 1: C1CCN(CC1)CCOC2=CC=C(C=C2)C(=O)C3=C(SC4=C3C=CC(=C4)O)C5=CC=C(C=C5)O. Drug 2: CC1C(C(CC(O1)OC2CC(CC3=C2C(=C4C(=C3O)C(=O)C5=CC=CC=C5C4=O)O)(C(=O)C)O)N)O. Cell line: SW-620. Synergy scores: CSS=37.5, Synergy_ZIP=0.642, Synergy_Bliss=-0.447, Synergy_Loewe=-4.44, Synergy_HSA=-0.120. (4) Drug 1: CCCS(=O)(=O)NC1=C(C(=C(C=C1)F)C(=O)C2=CNC3=C2C=C(C=N3)C4=CC=C(C=C4)Cl)F. Drug 2: CN1C(=O)N2C=NC(=C2N=N1)C(=O)N. Cell line: SK-MEL-2. Synergy scores: CSS=-8.30, Synergy_ZIP=3.23, Synergy_Bliss=-2.62, Synergy_Loewe=-8.63, Synergy_HSA=-7.68. (5) Drug 1: CC(C)(C#N)C1=CC(=CC(=C1)CN2C=NC=N2)C(C)(C)C#N. Cell line: T-47D. Synergy scores: CSS=24.9, Synergy_ZIP=-4.36, Synergy_Bliss=1.72, Synergy_Loewe=-3.19, Synergy_HSA=-2.92. Drug 2: CN(CCCl)CCCl.Cl. (6) Drug 1: C1CC(=O)NC(=O)C1N2CC3=C(C2=O)C=CC=C3N. Drug 2: CCN(CC)CCCC(C)NC1=C2C=C(C=CC2=NC3=C1C=CC(=C3)Cl)OC. Cell line: MOLT-4. Synergy scores: CSS=65.1, Synergy_ZIP=13.6, Synergy_Bliss=10.5, Synergy_Loewe=-20.6, Synergy_HSA=7.41. (7) Drug 1: CC1=C(C(=CC=C1)Cl)NC(=O)C2=CN=C(S2)NC3=CC(=NC(=N3)C)N4CCN(CC4)CCO. Drug 2: CN(C(=O)NC(C=O)C(C(C(CO)O)O)O)N=O. Cell line: A498. Synergy scores: CSS=5.05, Synergy_ZIP=-1.95, Synergy_Bliss=-0.769, Synergy_Loewe=-12.8, Synergy_HSA=0.665. (8) Drug 1: COC1=C(C=C2C(=C1)N=CN=C2NC3=CC(=C(C=C3)F)Cl)OCCCN4CCOCC4. Drug 2: C1CCC(CC1)NC(=O)N(CCCl)N=O. Cell line: DU-145. Synergy scores: CSS=28.5, Synergy_ZIP=-3.42, Synergy_Bliss=-4.22, Synergy_Loewe=-11.3, Synergy_HSA=-2.52. (9) Drug 1: COC1=C(C=C2C(=C1)N=CN=C2NC3=CC(=C(C=C3)F)Cl)OCCCN4CCOCC4. Drug 2: CC12CCC3C(C1CCC2O)C(CC4=C3C=CC(=C4)O)CCCCCCCCCS(=O)CCCC(C(F)(F)F)(F)F. Cell line: MDA-MB-231. Synergy scores: CSS=14.8, Synergy_ZIP=-3.66, Synergy_Bliss=-0.00200, Synergy_Loewe=1.22, Synergy_HSA=1.58.